Dataset: Catalyst prediction with 721,799 reactions and 888 catalyst types from USPTO. Task: Predict which catalyst facilitates the given reaction. (1) The catalyst class is: 456. Reactant: [F:1][C:2]1[C:3]([NH:12][C:13]2[CH:18]=[CH:17][C:16]([I:19])=[CH:15][C:14]=2[F:20])=[C:4]([CH:8]=[CH:9][C:10]=1[F:11])[C:5]([OH:7])=O.Cl.CN(C)CCCN=C=NCC.[O:33]1[CH2:37][CH2:36][O:35][CH:34]1[CH2:38][CH:39]([C:41]1([OH:45])[CH2:44][NH:43][CH2:42]1)[OH:40].C(OCC)(=O)C. Product: [F:1][C:2]1[C:3]([NH:12][C:13]2[CH:18]=[CH:17][C:16]([I:19])=[CH:15][C:14]=2[F:20])=[C:4]([C:5]([N:43]2[CH2:42][C:41]([CH:39]([OH:40])[CH2:38][CH:34]3[O:33][CH2:37][CH2:36][O:35]3)([OH:45])[CH2:44]2)=[O:7])[CH:8]=[CH:9][C:10]=1[F:11]. (2) Reactant: [CH2:1]([N:8]1[C:17](=[O:18])[C:16]2[C:11](=[CH:12][C:13]([Cl:19])=[CH:14][CH:15]=2)[N:10]=[C:9]1[CH:20]([NH:24][CH2:25][CH:26]([O:29][CH3:30])[O:27][CH3:28])[CH:21]([CH3:23])[CH3:22])[C:2]1[CH:7]=[CH:6][CH:5]=[CH:4][CH:3]=1.[C:31](Cl)(=[O:38])[C:32]1[CH:37]=[CH:36][CH:35]=[CH:34][CH:33]=1.C(N(CC)CC)C. Product: [CH2:1]([N:8]1[C:17](=[O:18])[C:16]2[C:11](=[CH:12][C:13]([Cl:19])=[CH:14][CH:15]=2)[N:10]=[C:9]1[CH:20]([N:24]([CH2:25][CH:26]([O:27][CH3:28])[O:29][CH3:30])[C:31](=[O:38])[C:32]1[CH:37]=[CH:36][CH:35]=[CH:34][CH:33]=1)[CH:21]([CH3:23])[CH3:22])[C:2]1[CH:7]=[CH:6][CH:5]=[CH:4][CH:3]=1. The catalyst class is: 2. (3) Reactant: C1C=CC(CNC(C[N:12]2[C:20]3[C:15](=[CH:16][CH:17]=[CH:18][CH:19]=3)[C:14](C=O)=[CH:13]2)=O)=CC=1.N[C:24]1[CH:29]=[CH:28][C:27](C=C[C:24]2[CH:29]=[CH:28][C:27](N)=[CH:26][CH:25]=2)=[CH:26][CH:25]=1.C(O[BH-](OC(=O)C)OC(=O)C)(=O)C.[Na+].COC(OC)OC.C[N:61](C=O)C. Product: [NH2:61][C:14]([C:15]1[CH:16]=[CH:17][CH:18]=[CH:19][CH:20]=1)=[C:13]([NH2:12])[C:24]1[CH:29]=[CH:28][CH:27]=[CH:26][CH:25]=1. The catalyst class is: 15. (4) Reactant: [NH:1]1[C:5]2=[N:6][CH:7]=[C:8]([NH2:10])[CH:9]=[C:4]2[CH:3]=[CH:2]1.[F:11][C:12]1[C:20]([NH:21][S:22]([CH2:25][CH2:26][CH3:27])(=[O:24])=[O:23])=[CH:19][CH:18]=[C:17]([F:28])[C:13]=1[C:14](O)=[O:15].CCN=C=NCCCN(C)C.C1C=CC2N(O)N=NC=2C=1. Product: [F:11][C:12]1[C:20]([NH:21][S:22]([CH2:25][CH2:26][CH3:27])(=[O:23])=[O:24])=[CH:19][CH:18]=[C:17]([F:28])[C:13]=1[C:14]([NH:10][C:8]1[CH:9]=[C:4]2[CH:3]=[CH:2][NH:1][C:5]2=[N:6][CH:7]=1)=[O:15]. The catalyst class is: 3. (5) Reactant: [CH3:1][C:2]1[CH:19]=[C:18]([N+:20]([O-:22])=[O:21])[CH:17]=[CH:16][C:3]=1[N:4]=[C:5]1[CH2:11][CH2:10][CH2:9][CH2:8][CH2:7][N:6]1[CH2:12][C:13]([CH3:15])=[CH2:14]. Product: [CH3:1][C:2]1[CH:19]=[C:18]([N+:20]([O-:22])=[O:21])[CH:17]=[CH:16][C:3]=1[N:4]=[C:5]1[CH2:11][CH2:10][CH2:9][CH2:8][CH2:7][N:6]1[CH:12]=[C:13]([CH3:15])[CH3:14]. The catalyst class is: 801. (6) Reactant: C[O:2][C:3](=[O:32])[C:4]1[CH:9]=[CH:8][C:7]([O:10][C:11]2[CH:16]=[CH:15][C:14]([CH2:17][CH:18]([NH:24][C:25]([O:27][C:28]([CH3:31])([CH3:30])[CH3:29])=[O:26])[C:19](=[O:23])[N:20]([CH3:22])[CH3:21])=[CH:13][CH:12]=2)=[N:6][CH:5]=1.[OH-].[Li+]. Product: [C:28]([O:27][C:25]([NH:24][CH:18]([C:19](=[O:23])[N:20]([CH3:21])[CH3:22])[CH2:17][C:14]1[CH:15]=[CH:16][C:11]([O:10][C:7]2[CH:8]=[CH:9][C:4]([C:3]([OH:32])=[O:2])=[CH:5][N:6]=2)=[CH:12][CH:13]=1)=[O:26])([CH3:30])([CH3:29])[CH3:31]. The catalyst class is: 20.